From a dataset of Full USPTO retrosynthesis dataset with 1.9M reactions from patents (1976-2016). Predict the reactants needed to synthesize the given product. (1) Given the product [Cl:19][C:20]1[CH:25]=[CH:24][C:23]([C@:26]2([O:44][C@H:43]([CH2:45][OH:46])[C@@H:38]([OH:39])[C@H:33]([OH:34])[C@H:28]2[OH:29])[OH:27])=[CH:22][C:21]=1[CH2:50][C:51]1[CH:56]=[CH:15][C:16]([C:17]#[CH:18])=[CH:53][CH:52]=1, predict the reactants needed to synthesize it. The reactants are: [F-].[CH2:15]([N+]([CH2:15][CH2:16][CH2:17][CH3:18])([CH2:15][CH2:16][CH2:17][CH3:18])[CH2:15][CH2:16][CH2:17][CH3:18])[CH2:16][CH2:17][CH3:18].[Cl:19][C:20]1[CH:25]=[CH:24][C:23]([C@:26]2([O:44][C@H:43]([CH2:45][O:46]C(=O)C)[C@@H:38]([O:39]C(=O)C)[C@H:33]([O:34]C(=O)C)[C@H:28]2[O:29]C(=O)C)[OH:27])=[CH:22][C:21]=1[CH:50](C#C[Si](C(C)C)(C(C)C)C(C)C)[C:51]1[CH:56]=CC=[CH:53][CH:52]=1.[OH-].[K+].Cl. (2) Given the product [O:41]=[C:11]1[NH:10][CH2:14][C:13]2([CH2:19][CH2:18][CH2:17][C:16]([CH2:29][N:30]3[C:34]4[CH:35]=[C:36]([C:39]#[N:40])[CH:37]=[CH:38][C:33]=4[N:32]=[CH:31]3)([CH2:20][O:21][CH2:22][C:23]3[CH:28]=[CH:27][CH:26]=[CH:25][CH:24]=3)[CH2:15]2)[O:12]1, predict the reactants needed to synthesize it. The reactants are: COC1C=CC(C[N:10]2[CH2:14][C:13]3([CH2:19][CH2:18][CH2:17][C:16]([CH2:29][N:30]4[C:34]5[CH:35]=[C:36]([C:39]#[N:40])[CH:37]=[CH:38][C:33]=5[N:32]=[CH:31]4)([CH2:20][O:21][CH2:22][C:23]4[CH:28]=[CH:27][CH:26]=[CH:25][CH:24]=4)[CH2:15]3)[O:12][C:11]2=[O:41])=CC=1.C(OCC)(=O)C.[OH-].[Na+]. (3) Given the product [C:19]([O:18][C:16]([NH:15][CH2:14][CH:11]1[CH2:10][N:9]2[CH:23]=[C:6]([C:4]([OH:5])=[O:3])[N:7]=[C:8]2[CH2:13][CH2:12]1)=[O:17])([CH3:22])([CH3:20])[CH3:21], predict the reactants needed to synthesize it. The reactants are: C([O:3][C:4]([C:6]1[N:7]=[C:8]2[CH2:13][CH2:12][CH:11]([CH2:14][NH:15][C:16]([O:18][C:19]([CH3:22])([CH3:21])[CH3:20])=[O:17])[CH2:10][N:9]2[CH:23]=1)=[O:5])C.O.[OH-].[Li+].C(O)(=O)C. (4) Given the product [I:9][C:10]1[CH:11]=[C:12]([O:18][CH3:19])[CH:13]=[C:14]([O:16][CH3:17])[C:15]=1[C:1](=[O:3])[CH3:2], predict the reactants needed to synthesize it. The reactants are: [C:1](Cl)(=[O:3])[CH3:2].[Al+3].[Cl-].[Cl-].[Cl-].[I:9][C:10]1[CH:15]=[C:14]([O:16][CH3:17])[CH:13]=[C:12]([O:18][CH3:19])[CH:11]=1. (5) Given the product [NH2:1][C:2]1[CH:10]=[CH:9][C:5]([C:6]([NH:14][CH:11]([CH3:13])[CH3:12])=[O:8])=[CH:4][N:3]=1, predict the reactants needed to synthesize it. The reactants are: [NH2:1][C:2]1[CH:10]=[CH:9][C:5]([C:6]([OH:8])=O)=[CH:4][N:3]=1.[CH:11]([NH2:14])([CH3:13])[CH3:12].C(P(O)(=O)O)CC.C(N(CC)CC)C.C(=O)(O)[O-].[Na+]. (6) Given the product [Cl:37][C:3]1[CH:6]=[CH:11][CH:5]=[C:4]([Si:45]([CH:47]=[CH2:48])([CH3:49])[C:39]2[CH:44]=[CH:43][CH:42]=[CH:41][CH:40]=2)[C:2]=1[C:12]([NH:20][CH2:22][CH3:23])=[O:14], predict the reactants needed to synthesize it. The reactants are: [Li][CH:2]([CH2:4][CH3:5])[CH3:3].[CH2:6]1[CH2:11]CCCC1.[C:12](=[O:14])=O.CC(C)=O.C[N:20]([CH2:22][CH2:23]N(C)C)C.C(NC(=O)C1C=CC=CC=1[Cl:37])C.[C:39]1([Si:45]([CH3:49])([CH:47]=[CH2:48])Cl)[CH:44]=[CH:43][CH:42]=[CH:41][CH:40]=1.C(O)(=O)CC(CC(O)=O)(C(O)=O)O. (7) Given the product [CH:36]([NH:39][CH2:23][CH2:24][O:25][C:26]1[CH:27]=[CH:28][C:29]([O:19][C:16]2[CH:17]=[C:18]3[C:13](=[CH:14][CH:15]=2)[N:12]=[CH:11][N:10]=[C:9]3[NH:8][C:5]2[CH:4]=[N:3][C:2]([CH3:1])=[CH:7][N:6]=2)=[N:30][CH:31]=1)([CH3:38])[CH3:37], predict the reactants needed to synthesize it. The reactants are: [CH3:1][C:2]1[N:3]=[CH:4][C:5]([NH:8][C:9]2[C:18]3[C:13](=[CH:14][CH:15]=[C:16]([OH:19])[CH:17]=3)[N:12]=[CH:11][N:10]=2)=[N:6][CH:7]=1.C(O[CH:23](OCC)[CH2:24][O:25][C:26]1[CH:27]=[CH:28][C:29](F)=[N:30][CH:31]=1)C.[CH:36]([NH2:39])([CH3:38])[CH3:37]. (8) Given the product [Cl:1][C:2]1[CH:3]=[C:4]([C:8]2[CH:9]=[C:10]3[C:15](=[O:16])[NH:14][CH2:13][CH:12]([CH2:17][C:18]([OH:20])=[O:19])[N:11]3[C:23]=2[C:24]2[CH:29]=[CH:28][CH:27]=[CH:26][CH:25]=2)[CH:5]=[CH:6][CH:7]=1, predict the reactants needed to synthesize it. The reactants are: [Cl:1][C:2]1[CH:3]=[C:4]([C:8]2[CH:9]=[C:10]3[C:15](=[O:16])[NH:14][CH2:13][CH:12]([CH2:17][C:18]([O:20]CC)=[O:19])[N:11]3[C:23]=2[C:24]2[CH:29]=[CH:28][CH:27]=[CH:26][CH:25]=2)[CH:5]=[CH:6][CH:7]=1.[OH-].[Li+]. (9) Given the product [O:30]1[CH2:31][CH2:32][CH:28]([O:27][C:25](=[O:26])[NH:14][C:13]2[N:12]=[CH:11][N:10]=[C:9]3[N:5]([C:1]([CH3:4])([CH3:2])[CH3:3])[N:6]=[C:7]([C:15]4[CH:16]=[CH:17][C:18]([Cl:21])=[CH:19][CH:20]=4)[C:8]=23)[CH2:29]1, predict the reactants needed to synthesize it. The reactants are: [C:1]([N:5]1[C:9]2=[N:10][CH:11]=[N:12][C:13]([NH2:14])=[C:8]2[C:7]([C:15]2[CH:20]=[CH:19][C:18]([Cl:21])=[CH:17][CH:16]=2)=[N:6]1)([CH3:4])([CH3:3])[CH3:2].[H-].[Na+].Cl[C:25]([O:27][C@H:28]1[CH2:32][CH2:31][O:30][CH2:29]1)=[O:26].O.